Dataset: Forward reaction prediction with 1.9M reactions from USPTO patents (1976-2016). Task: Predict the product of the given reaction. (1) The product is: [Br:1][C:2]1[CH:3]=[C:4]2[C:9](=[CH:10][CH:11]=1)[N:8]=[CH:7][C:6]([C:12](=[O:15])[CH2:13][CH3:14])=[C:5]2[NH:17][C:18]1[CH:19]=[CH:20][C:21]([N:24]2[CH2:28][CH2:27][CH:26]([NH:29][C:30](=[O:36])[O:31][C:32]([CH3:34])([CH3:33])[CH3:35])[CH2:25]2)=[N:22][CH:23]=1. Given the reactants [Br:1][C:2]1[CH:3]=[C:4]2[C:9](=[CH:10][CH:11]=1)[N:8]=[CH:7][C:6]([C:12](=[O:15])[CH2:13][CH3:14])=[C:5]2Cl.[NH2:17][C:18]1[CH:19]=[CH:20][C:21]([N:24]2[CH2:28][CH2:27][CH:26]([NH:29][C:30](=[O:36])[O:31][C:32]([CH3:35])([CH3:34])[CH3:33])[CH2:25]2)=[N:22][CH:23]=1, predict the reaction product. (2) Given the reactants [F:1][C:2]([F:15])([F:14])[O:3][C:4]1[CH:13]=[CH:12][CH:11]=[CH:10][C:5]=1[C:6]([NH:8][NH2:9])=[O:7].[CH:16]1([N:19]=[C:20]=[O:21])[CH2:18][CH2:17]1.C(OCC)C, predict the reaction product. The product is: [CH:16]1([NH:19][C:20]([NH:9][NH:8][C:6]([C:5]2[CH:10]=[CH:11][CH:12]=[CH:13][C:4]=2[O:3][C:2]([F:14])([F:15])[F:1])=[O:7])=[O:21])[CH2:18][CH2:17]1. (3) The product is: [C:4]([Si:8]([CH3:39])([CH3:40])[O:9][CH2:10][C@H:11]([CH2:22][N:23]1[CH:28]=[CH:27][C:26](=[O:29])[NH:25][C:24]1=[O:38])[C@H:12]([O:14][Si:15]([C:18]([CH3:20])([CH3:21])[CH3:19])([CH3:17])[CH3:16])[CH3:13])([CH3:5])([CH3:6])[CH3:7]. Given the reactants C[O-].[Na+].[C:4]([Si:8]([CH3:40])([CH3:39])[O:9][CH2:10][C@H:11]([CH2:22][N:23]1[CH:28]=[CH:27][C:26](=[O:29])[N:25](C(=O)C2C=CC=CC=2)[C:24]1=[O:38])[C@H:12]([O:14][Si:15]([C:18]([CH3:21])([CH3:20])[CH3:19])([CH3:17])[CH3:16])[CH3:13])([CH3:7])([CH3:6])[CH3:5].[Cl-].C([NH+](CC)CC)C, predict the reaction product. (4) Given the reactants Cl[C:2]1[N:9]=[C:8]([CH3:10])[CH:7]=[C:6]([CH3:11])[C:3]=1[C:4]#[N:5].[C:12]([O:16][C:17](O[C:17]([O:16][C:12]([CH3:15])([CH3:14])[CH3:13])=[O:18])=[O:18])([CH3:15])([CH3:14])[CH3:13], predict the reaction product. The product is: [C:12]([O:16][C:17](=[O:18])[NH:5][CH2:4][C:3]1[CH:2]=[N:9][C:8]([CH3:10])=[CH:7][C:6]=1[CH3:11])([CH3:15])([CH3:14])[CH3:13]. (5) Given the reactants [NH2:1][C:2]1[CH:7]=[C:6]([CH2:8][N:9]([C:16]([O:18][CH2:19][C:20]2[CH:25]=[CH:24][CH:23]=[CH:22][CH:21]=2)=[O:17])[C@H:10]([C:12]([CH3:15])([CH3:14])[CH3:13])[CH3:11])[CH:5]=[CH:4][C:3]=1[NH:26][CH:27]1[CH2:32][CH2:31][CH2:30][N:29]([C:33]([O:35][C:36]([CH3:39])([CH3:38])[CH3:37])=[O:34])[CH2:28]1.[N:40]#[C:41]Br, predict the reaction product. The product is: [CH2:19]([O:18][C:16]([N:9]([CH2:8][C:6]1[CH:5]=[CH:4][C:3]2[N:26]([CH:27]3[CH2:32][CH2:31][CH2:30][N:29]([C:33]([O:35][C:36]([CH3:38])([CH3:37])[CH3:39])=[O:34])[CH2:28]3)[C:41](=[NH:40])[NH:1][C:2]=2[CH:7]=1)[C@H:10]([C:12]([CH3:13])([CH3:14])[CH3:15])[CH3:11])=[O:17])[C:20]1[CH:21]=[CH:22][CH:23]=[CH:24][CH:25]=1. (6) Given the reactants F[C:2]1[CH:7]=[CH:6][C:5]([N+:8]([O-:10])=[O:9])=[CH:4][CH:3]=1.[SH:11][C:12]1[N:13]([CH3:17])[CH:14]=[CH:15][N:16]=1.C(=O)([O-])[O-].[K+].[K+].CN(C=O)C, predict the reaction product. The product is: [CH3:17][N:13]1[CH:14]=[CH:15][N:16]=[C:12]1[S:11][C:2]1[CH:7]=[CH:6][C:5]([N+:8]([O-:10])=[O:9])=[CH:4][CH:3]=1. (7) Given the reactants O[C@H:2]([C:22]1[C:23]([CH3:32])=[C:24]2[C:28](=[CH:29][CH:30]=1)[C:27](=[O:31])[O:26][CH2:25]2)[CH2:3][N:4]1[CH2:21][CH2:20][C:7]2([CH2:11][N:10]([C:12]3[CH:19]=[CH:18][C:15]([C:16]#[N:17])=[CH:14][N:13]=3)[CH2:9][CH2:8]2)[CH2:6][CH2:5]1.[Cl-:33], predict the reaction product. The product is: [Cl:33][C@@H:2]([C:22]1[C:23]([CH3:32])=[C:24]2[C:28](=[CH:29][CH:30]=1)[C:27](=[O:31])[O:26][CH2:25]2)[CH2:3][N:4]1[CH2:21][CH2:20][C:7]2([CH2:11][N:10]([C:12]3[CH:19]=[CH:18][C:15]([C:16]#[N:17])=[CH:14][N:13]=3)[CH2:9][CH2:8]2)[CH2:6][CH2:5]1.